Dataset: Catalyst prediction with 721,799 reactions and 888 catalyst types from USPTO. Task: Predict which catalyst facilitates the given reaction. (1) Reactant: F[P-](F)(F)(F)(F)F.[N:8]1([O:17][C:18](N(C)C)=[N+](C)C)[C:12]2N=CC=CC=2N=N1.CONC.C(N(CC)CC)C.[CH:36]1([CH2:39][C:40]([OH:42])=O)[CH2:38][CH2:37]1. Product: [CH:36]1([CH2:39][C:40]([N:8]([O:17][CH3:18])[CH3:12])=[O:42])[CH2:38][CH2:37]1. The catalyst class is: 2. (2) Reactant: C(OC([N:8]1[CH2:13][CH2:12][CH2:11][C@H:10]([C:14]2[O:18][N:17]=[C:16]([C:19]3[CH:24]=[CH:23][CH:22]=[C:21]([CH3:25])[N:20]=3)[N:15]=2)[CH2:9]1)=O)(C)(C)C.[ClH:26]. Product: [ClH:26].[CH3:25][C:21]1[CH:22]=[CH:23][CH:24]=[C:19]([C:16]2[N:15]=[C:14]([C@H:10]3[CH2:11][CH2:12][CH2:13][NH:8][CH2:9]3)[O:18][N:17]=2)[N:20]=1. The catalyst class is: 12.